This data is from Peptide-MHC class I binding affinity with 185,985 pairs from IEDB/IMGT. The task is: Regression. Given a peptide amino acid sequence and an MHC pseudo amino acid sequence, predict their binding affinity value. This is MHC class I binding data. (1) The peptide sequence is ERAKIRGSL. The MHC is HLA-B14:01 with pseudo-sequence HLA-B14:02. The binding affinity (normalized) is 0.385. (2) The peptide sequence is QTALFLLKL. The MHC is Mamu-A02 with pseudo-sequence Mamu-A02. The binding affinity (normalized) is 0.471. (3) The peptide sequence is SLSAYIIRV. The MHC is HLA-A02:01 with pseudo-sequence HLA-A02:01. The binding affinity (normalized) is 0.936. (4) The peptide sequence is RIENEMKINR. The MHC is HLA-A33:01 with pseudo-sequence HLA-A33:01. The binding affinity (normalized) is 0.142. (5) The peptide sequence is YSALRPHEY. The MHC is HLA-B58:01 with pseudo-sequence HLA-B58:01. The binding affinity (normalized) is 0.331. (6) The peptide sequence is KVFDKSLLY. The MHC is HLA-A11:01 with pseudo-sequence HLA-A11:01. The binding affinity (normalized) is 0.872. (7) The peptide sequence is YLSKEDRII. The MHC is HLA-A68:02 with pseudo-sequence HLA-A68:02. The binding affinity (normalized) is 0. (8) The peptide sequence is NELNYDNAGI. The MHC is HLA-B45:01 with pseudo-sequence HLA-B45:01. The binding affinity (normalized) is 0.434.